Dataset: Catalyst prediction with 721,799 reactions and 888 catalyst types from USPTO. Task: Predict which catalyst facilitates the given reaction. (1) Reactant: [C:1]([O:5][C:6]([N:8]1[CH2:13][CH2:12][N:11]([CH2:14][CH2:15][CH:16]([CH3:18])[CH3:17])[CH2:10][C@@H:9]1[C@@H:19]([OH:42])[C@H:20]([N:28]=C(C1C=CC=CC=1)C1C=CC=CC=1)[CH2:21][C:22]1[CH:27]=[CH:26][CH:25]=[CH:24][CH:23]=1)=[O:7])([CH3:4])([CH3:3])[CH3:2].[H][H]. Product: [C:1]([O:5][C:6]([N:8]1[CH2:13][CH2:12][N:11]([CH2:14][CH2:15][CH:16]([CH3:18])[CH3:17])[CH2:10][C@@H:9]1[C@@H:19]([OH:42])[C@H:20]([NH2:28])[CH2:21][C:22]1[CH:27]=[CH:26][CH:25]=[CH:24][CH:23]=1)=[O:7])([CH3:3])([CH3:4])[CH3:2]. The catalyst class is: 19. (2) Reactant: [F:1][C:2]([F:52])([F:51])[C:3]1[CH:4]=[C:5]([C:13]([CH3:50])([CH3:49])[C:14]([N:16]([CH3:48])[C:17]2[C:18]([C:40]3[CH:45]=[CH:44][C:43]([F:46])=[CH:42][C:41]=3[CH3:47])=[CH:19][C:20]([C@H:23]3[N:27](C(OC(C)(C)C)=O)[C@@:26]([CH3:39])([C:35]([O:37][CH3:38])=[O:36])[CH2:25][CH2:24]3)=[N:21][CH:22]=2)=[O:15])[CH:6]=[C:7]([C:9]([F:12])([F:11])[F:10])[CH:8]=1.C(O)(C(F)(F)F)=O. Product: [F:52][C:2]([F:1])([F:51])[C:3]1[CH:4]=[C:5]([C:13]([CH3:49])([CH3:50])[C:14]([N:16]([CH3:48])[C:17]2[C:18]([C:40]3[CH:45]=[CH:44][C:43]([F:46])=[CH:42][C:41]=3[CH3:47])=[CH:19][C:20]([C@H:23]3[NH:27][C@@:26]([CH3:39])([C:35]([O:37][CH3:38])=[O:36])[CH2:25][CH2:24]3)=[N:21][CH:22]=2)=[O:15])[CH:6]=[C:7]([C:9]([F:11])([F:12])[F:10])[CH:8]=1. The catalyst class is: 4. (3) Reactant: [F:1][C:2]1[C:7]([F:8])=[CH:6][CH:5]=[CH:4][C:3]=1[CH:9]1[CH2:14][CH2:13][NH:12][CH2:11][CH2:10]1.C(=O)([O-])[O-].[K+].[K+].I[CH2:22][CH3:23].O. Product: [F:1][C:2]1[C:7]([F:8])=[CH:6][CH:5]=[CH:4][C:3]=1[CH:9]1[CH2:14][CH2:13][N:12]([CH2:22][CH3:23])[CH2:11][CH2:10]1. The catalyst class is: 10. (4) Reactant: [NH2:1][C:2]([C@@H:4]1[CH2:8][CH2:7][CH2:6][N:5]1[C:9](=[O:40])[CH2:10][C:11]1[C:12]([C:33]2[CH:38]=[CH:37][C:36]([CH3:39])=[CH:35][CH:34]=2)=[C:13]([CH2:24][NH:25]C(=O)OC(C)(C)C)[C:14]([CH2:19][C:20]([CH3:23])([CH3:22])[CH3:21])=[N:15][C:16]=1[CH2:17][CH3:18])=[O:3].C(OC(=O)C)C.Cl.O. Product: [NH2:25][CH2:24][C:13]1[C:12]([C:33]2[CH:38]=[CH:37][C:36]([CH3:39])=[CH:35][CH:34]=2)=[C:11]([CH2:10][C:9]([N:5]2[CH2:6][CH2:7][CH2:8][C@H:4]2[C:2]([NH2:1])=[O:3])=[O:40])[C:16]([CH2:17][CH3:18])=[N:15][C:14]=1[CH2:19][C:20]([CH3:23])([CH3:22])[CH3:21]. The catalyst class is: 13. (5) Reactant: [CH3:1][O:2][C:3]1[CH:8]=[CH:7][C:6]([CH2:9][C:10]#[N:11])=[C:5]([CH3:12])[C:4]=1[CH3:13].[H-].[Al+3].[Li+].[H-].[H-].[H-]. Product: [CH3:1][O:2][C:3]1[CH:8]=[CH:7][C:6]([CH2:9][CH2:10][NH2:11])=[C:5]([CH3:12])[C:4]=1[CH3:13]. The catalyst class is: 27. (6) Reactant: C1COCC1.Cl[C:7]1[C:12]([C:13]([F:16])([F:15])[F:14])=[CH:11][C:10]([Cl:17])=[CH:9][N:8]=1.[H-].[Na+].[CH3:20][O:21][N:22]=[C:23]([C:32]1[CH:36]=[C:35]([CH3:37])[O:34][N:33]=1)[C:24]1[CH:29]=[CH:28][CH:27]=[CH:26][C:25]=1[CH2:30][OH:31]. Product: [CH3:20][O:21][N:22]=[C:23]([C:32]1[CH:36]=[C:35]([CH3:37])[O:34][N:33]=1)[C:24]1[CH:29]=[CH:28][CH:27]=[CH:26][C:25]=1[CH2:30][O:31][C:7]1[C:12]([C:13]([F:16])([F:15])[F:14])=[CH:11][C:10]([Cl:17])=[CH:9][N:8]=1. The catalyst class is: 6. (7) The catalyst class is: 241. Product: [Cl:1][C:2]1[CH:7]=[C:6]2[NH:8][C:9](=[O:41])[C:10]3([CH:15]([C:16]4[CH:21]=[C:20]([Cl:22])[CH:19]=[CH:18][C:17]=4[O:23][C:24]([CH2:30][CH3:31])([C:27]([N:56]4[CH2:55][CH2:54][C@@H:53]([OH:66])[CH2:51]4)=[O:29])[CH2:25][CH3:26])[CH2:14][C:13](=[O:32])[NH:12][CH:11]3[C:33]3[CH:38]=[C:37]([F:39])[CH:36]=[CH:35][C:34]=3[CH3:40])[C:5]2=[CH:4][CH:3]=1. Reactant: [Cl:1][C:2]1[CH:7]=[C:6]2[NH:8][C:9](=[O:41])[C:10]3([CH:15]([C:16]4[CH:21]=[C:20]([Cl:22])[CH:19]=[CH:18][C:17]=4[O:23][C:24]([CH2:30][CH3:31])([C:27]([OH:29])=O)[CH2:25][CH3:26])[CH2:14][C:13](=[O:32])[NH:12][CH:11]3[C:33]3[CH:38]=[C:37]([F:39])[CH:36]=[CH:35][C:34]=3[CH3:40])[C:5]2=[CH:4][CH:3]=1.CN(C(ON1N=NC2[CH:53]=[CH:54][CH:55]=[N:56][C:51]1=2)=[N+](C)C)C.F[P-](F)(F)(F)(F)F.[OH2:66]. (8) Reactant: [CH:1]1([C:4]([N:6]2[CH2:10][CH2:9][C@@H:8]([CH2:11][C:12]([NH:14][C:15]3[N:19]([CH3:20])[N:18]=[CH:17][C:16]=3[C:21]([OH:23])=[O:22])=O)[CH2:7]2)=[O:5])[CH2:3][CH2:2]1.[Cl-].ClC1N(C)CC[NH+]1C.CCN(C(C)C)C(C)C. Product: [CH:1]1([C:4]([N:6]2[CH2:10][CH2:9][C@@H:8]([CH2:11][C:12]3[O:23][C:21](=[O:22])[CH:16]4[CH:17]=[N:18][N:19]([CH3:20])[CH:15]4[N:14]=3)[CH2:7]2)=[O:5])[CH2:2][CH2:3]1. The catalyst class is: 1. (9) Reactant: [Cl:1][C:2]1[CH:3]=[C:4]2[C:9](=[CH:10][C:11]=1[C:12]([CH3:16])([CH3:15])[CH2:13][OH:14])[O:8][CH:7]([C:17]([F:20])([F:19])[F:18])[C:6]([C:21]([O:23][CH2:24][CH3:25])=[O:22])=[CH:5]2.[H-].[Na+].I[CH3:29].O. Product: [Cl:1][C:2]1[CH:3]=[C:4]2[C:9](=[CH:10][C:11]=1[C:12]([CH3:15])([CH3:16])[CH2:13][O:14][CH3:29])[O:8][CH:7]([C:17]([F:20])([F:19])[F:18])[C:6]([C:21]([O:23][CH2:24][CH3:25])=[O:22])=[CH:5]2. The catalyst class is: 3.